Regression. Given a peptide amino acid sequence and an MHC pseudo amino acid sequence, predict their binding affinity value. This is MHC class II binding data. From a dataset of Peptide-MHC class II binding affinity with 134,281 pairs from IEDB. (1) The peptide sequence is GTGSLVITASMSGHI. The MHC is DRB1_1602 with pseudo-sequence DRB1_1602. The binding affinity (normalized) is 0.575. (2) The peptide sequence is FLGCLVKEIPPRLLY. The MHC is DRB5_0101 with pseudo-sequence DRB5_0101. The binding affinity (normalized) is 0.454. (3) The peptide sequence is YDKFLANVSTILTGK. The MHC is DRB1_0401 with pseudo-sequence DRB1_0401. The binding affinity (normalized) is 0.597. (4) The binding affinity (normalized) is 0.202. The peptide sequence is VNPSLNGKLTVDQED. The MHC is DRB1_0101 with pseudo-sequence DRB1_0101. (5) The peptide sequence is WEQIFSTWLLKPGAG. The MHC is DRB1_1602 with pseudo-sequence DRB1_1602. The binding affinity (normalized) is 0.701. (6) The peptide sequence is FLMEHTMPVTHPPEV. The MHC is DRB1_0101 with pseudo-sequence DRB1_0101. The binding affinity (normalized) is 0.799. (7) The peptide sequence is YDKFLANVSTSLTGK. The MHC is DRB1_1101 with pseudo-sequence DRB1_1101. The binding affinity (normalized) is 0.612. (8) The peptide sequence is EPQGSTYAASSATSVD. The MHC is DRB1_0701 with pseudo-sequence DRB1_0701. The binding affinity (normalized) is 0.578. (9) The peptide sequence is PVLSAFKKFPKFNRV. The binding affinity (normalized) is 0.332. The MHC is HLA-DQA10101-DQB10501 with pseudo-sequence HLA-DQA10101-DQB10501. (10) The peptide sequence is MAATAGTTVYGAFAA. The MHC is HLA-DPA10103-DPB10401 with pseudo-sequence HLA-DPA10103-DPB10401. The binding affinity (normalized) is 0.166.